This data is from Forward reaction prediction with 1.9M reactions from USPTO patents (1976-2016). The task is: Predict the product of the given reaction. (1) Given the reactants Cl[C:2]1[C:11]([CH:12]=[O:13])=[CH:10][C:9]2[C:4](=[CH:5][C:6]([F:17])=[C:7]([O:14][CH2:15][CH3:16])[CH:8]=2)[N:3]=1.[CH2:18]([NH2:20])[CH3:19], predict the reaction product. The product is: [CH2:15]([O:14][C:7]1[CH:8]=[C:9]2[C:4](=[CH:5][C:6]=1[F:17])[N:3]=[C:2]([NH:20][CH2:18][CH3:19])[C:11]([CH:12]=[O:13])=[CH:10]2)[CH3:16]. (2) Given the reactants [CH2:1]([C:5]1[N:6]=[C:7]([CH3:27])[NH:8][C:9](=[O:26])[C:10]=1[CH2:11][C:12]1[CH:17]=[CH:16][C:15]([C:18]2[C:19]([C:24]#[N:25])=[CH:20][CH:21]=[CH:22][CH:23]=2)=[CH:14][CH:13]=1)[CH2:2][CH2:3][CH3:4].[H-].[Na+].Br[CH2:31][C:32]1[S:33][CH:34]=[CH:35][CH:36]=1.[Cl-].O[NH3+:39].[C:40](=[O:43])([O-])[OH:41].[Na+], predict the reaction product. The product is: [CH2:1]([C:5]1[N:6]=[C:7]([CH3:27])[N:8]([CH2:31][C:32]2[S:33][CH:34]=[CH:35][CH:36]=2)[C:9](=[O:26])[C:10]=1[CH2:11][C:12]1[CH:17]=[CH:16][C:15]([C:18]2[CH:23]=[CH:22][CH:21]=[CH:20][C:19]=2[C:24]2[NH:39][C:40](=[O:43])[O:41][N:25]=2)=[CH:14][CH:13]=1)[CH2:2][CH2:3][CH3:4]. (3) The product is: [CH2:1]([O:3][CH2:4][O:5][C:6]1[C:13]([CH:14]([CH3:16])[CH3:15])=[CH:12][CH:11]=[CH:10][C:7]=1[CH2:8][Br:43])[CH3:2]. Given the reactants [CH2:1]([O:3][CH2:4][O:5][C:6]1[C:13]([CH:14]([CH3:16])[CH3:15])=[CH:12][CH:11]=[CH:10][C:7]=1[CH2:8]O)[CH3:2].C1C=CC(P(C2C=CC=CC=2)C2C=CC=CC=2)=CC=1.C1C(=O)N([Br:43])C(=O)C1, predict the reaction product. (4) Given the reactants C[C:2]1([CH3:9])[O:6][C@@H:5]([CH2:7][OH:8])[CH2:4][O:3]1.[I:10][C:11]1[CH:18]=[CH:17]C(CBr)=[CH:13][CH:12]=1.[OH-].[K+].O, predict the reaction product. The product is: [I:10][C:11]1[CH:18]=[CH:17][C:9]([CH2:2][O:3][CH2:4][C@H:5]([OH:6])[CH2:7][OH:8])=[CH:13][CH:12]=1. (5) Given the reactants [CH3:1][C:2]1([CH3:22])[C:7]2[CH:8]=[C:9]([C:12]3[N:16]([CH3:17])[C:15]([C:18]#[N:19])=[CH:14][C:13]=3[CH3:20])[CH:10]=[CH:11][C:6]=2[NH:5][C:4](=[O:21])[O:3]1.[Br:23]N1C(=O)CCC1=O.N1C=CC=CC=1.O, predict the reaction product. The product is: [CH3:1][C:2]1([CH3:22])[C:7]2[CH:8]=[C:9]([C:12]3[N:16]([CH3:17])[C:15]([C:18]#[N:19])=[C:14]([Br:23])[C:13]=3[CH3:20])[CH:10]=[CH:11][C:6]=2[NH:5][C:4](=[O:21])[O:3]1. (6) Given the reactants [Li+].CC([N-]C(C)C)C.[CH3:9][C:10]1([CH3:19])[N:14]2[C:15](=[O:18])[CH2:16][CH2:17][C@@H:13]2[CH2:12][O:11]1.[C:20]1([Se:26][Se:26][C:20]2[CH:25]=[CH:24][CH:23]=[CH:22][CH:21]=2)[CH:25]=[CH:24][CH:23]=[CH:22][CH:21]=1.C(OCC)(=O)C, predict the reaction product. The product is: [CH3:9][C:10]1([CH3:19])[N:14]2[C:15](=[O:18])[CH:16]([Se:26][C:20]3[CH:25]=[CH:24][CH:23]=[CH:22][CH:21]=3)[CH2:17][C@@H:13]2[CH2:12][O:11]1. (7) Given the reactants [CH3:1][S:2]([C:5]1[CH:10]=[CH:9][C:8]([C:11]2[C:12]([O:22][C:23]3[CH:28]=[CH:27][C:26]([O:29][CH2:30][CH2:31][N:32]4[CH2:37][CH2:36][CH2:35][CH2:34][CH2:33]4)=[CH:25][CH:24]=3)=[C:13]3[C:18](=[CH:19][CH:20]=2)[CH:17]=[C:16]([OH:21])[CH:15]=[CH:14]3)=[CH:7][CH:6]=1)(=[O:4])=[O:3].[CH3:38][S:39](O)(=[O:41])=[O:40], predict the reaction product. The product is: [CH3:38][S:39]([O:21][C:16]1[CH:15]=[CH:14][C:13]2[C:18](=[CH:19][CH:20]=[C:11]([C:8]3[CH:7]=[CH:6][C:5]([S:2]([CH3:1])(=[O:4])=[O:3])=[CH:10][CH:9]=3)[C:12]=2[O:22][C:23]2[CH:28]=[CH:27][C:26]([O:29][CH2:30][CH2:31][N:32]3[CH2:37][CH2:36][CH2:35][CH2:34][CH2:33]3)=[CH:25][CH:24]=2)[CH:17]=1)(=[O:41])=[O:40]. (8) Given the reactants [O:1]([C:8]1[CH:15]=[CH:14][C:11]([CH2:12][NH2:13])=[CH:10][CH:9]=1)[C:2]1[CH:7]=[CH:6][CH:5]=[CH:4][CH:3]=1.Cl[CH2:17][C:18]1[N:19]=[C:20]([C:23]2[CH:31]=[CH:30][C:26]([C:27](Cl)=[O:28])=[CH:25][CH:24]=2)[S:21][CH:22]=1.[C:32](Cl)(=[O:39])[C:33]1[CH:38]=[CH:37][CH:36]=[CH:35][CH:34]=1.[NH2:41][C:42]1[CH:54]=[CH:53][C:45]2[O:46]C(C)(C)[O:48][C:49](=[O:50])[C:44]=2[CH:43]=1, predict the reaction product. The product is: [C:32]([N:41]([CH2:17][C:18]1[N:19]=[C:20]([C:23]2[CH:31]=[CH:30][C:26]([C:27]([NH:13][CH2:12][C:11]3[CH:10]=[CH:9][C:8]([O:1][C:2]4[CH:3]=[CH:4][CH:5]=[CH:6][CH:7]=4)=[CH:15][CH:14]=3)=[O:28])=[CH:25][CH:24]=2)[S:21][CH:22]=1)[C:42]1[CH:54]=[CH:53][C:45]([OH:46])=[C:44]([CH:43]=1)[C:49]([OH:50])=[O:48])(=[O:39])[C:33]1[CH:38]=[CH:37][CH:36]=[CH:35][CH:34]=1. (9) Given the reactants [Br:1]N1C(=O)CCC1=O.[Cl:9][C:10]1[C:11]2[N:12]([C:16]([C@@H:19]3[CH2:24][CH2:23][CH2:22][N:21]([C:25]([O:27][CH2:28][C:29]4[CH:34]=[CH:33][CH:32]=[CH:31][CH:30]=4)=[O:26])[CH2:20]3)=[N:17][CH:18]=2)[CH:13]=[CH:14][N:15]=1, predict the reaction product. The product is: [Br:1][C:18]1[N:17]=[C:16]([C@@H:19]2[CH2:24][CH2:23][CH2:22][N:21]([C:25]([O:27][CH2:28][C:29]3[CH:30]=[CH:31][CH:32]=[CH:33][CH:34]=3)=[O:26])[CH2:20]2)[N:12]2[CH:13]=[CH:14][N:15]=[C:10]([Cl:9])[C:11]=12. (10) Given the reactants Br[C:2]1[CH:3]=[CH:4][C:5]2[N:6]([C:8]([C:11]3[CH:16]=[CH:15][C:14]([F:17])=[CH:13][C:12]=3[F:18])=[CH:9][N:10]=2)[CH:7]=1.[Cl:19][C:20]1[CH:25]=[CH:24][C:23]([N:26]2[C:30](B3OC(C)(C)C(C)(C)O3)=[CH:29][CH:28]=[N:27]2)=[CH:22][CH:21]=1, predict the reaction product. The product is: [Cl:19][C:20]1[CH:21]=[CH:22][C:23]([N:26]2[C:30]([C:2]3[CH:3]=[CH:4][C:5]4[N:6]([C:8]([C:11]5[CH:16]=[CH:15][C:14]([F:17])=[CH:13][C:12]=5[F:18])=[CH:9][N:10]=4)[CH:7]=3)=[CH:29][CH:28]=[N:27]2)=[CH:24][CH:25]=1.